From a dataset of Forward reaction prediction with 1.9M reactions from USPTO patents (1976-2016). Predict the product of the given reaction. (1) Given the reactants [CH3:1][O:2][C:3]1[CH:11]=[CH:10][C:6]([C:7]([OH:9])=O)=[CH:5][C:4]=1[S:12]([CH3:15])(=[O:14])=[O:13].C(Cl)(=O)C(Cl)=O.O[N:23]=[C:24]([C:26]1[CH:34]=[CH:33][C:32]2[NH:31][C:30]3[CH:35]([CH2:38][C:39]([O:41][CH2:42][CH3:43])=[O:40])[CH2:36][CH2:37][C:29]=3[C:28]=2[CH:27]=1)[NH2:25].C(N(CC)CC)C, predict the reaction product. The product is: [CH3:1][O:2][C:3]1[CH:11]=[CH:10][C:6]([C:7]2[O:9][N:25]=[C:24]([C:26]3[CH:34]=[CH:33][C:32]4[NH:31][C:30]5[CH:35]([CH2:38][C:39]([O:41][CH2:42][CH3:43])=[O:40])[CH2:36][CH2:37][C:29]=5[C:28]=4[CH:27]=3)[N:23]=2)=[CH:5][C:4]=1[S:12]([CH3:15])(=[O:14])=[O:13]. (2) Given the reactants [CH2:1]([N:3]([CH2:22][CH3:23])[C:4]1[CH:20]=[CH:19][C:7]([C:8]([C:10]2[CH:18]=[CH:17][CH:16]=[CH:15][C:11]=2[C:12]([OH:14])=[O:13])=[O:9])=[C:6]([OH:21])[CH:5]=1)[CH3:2].[CH2:24](O)[C:25]#[CH:26].OS(O)(=O)=O, predict the reaction product. The product is: [CH2:26]([O:13][C:12](=[O:14])[C:11]1[CH:15]=[CH:16][CH:17]=[CH:18][C:10]=1[C:8](=[O:9])[C:7]1[CH:19]=[CH:20][C:4]([N:3]([CH2:1][CH3:2])[CH2:22][CH3:23])=[CH:5][C:6]=1[OH:21])[C:25]#[CH:24]. (3) Given the reactants [O:1]1[CH2:5][CH2:4][O:3][CH:2]1[C:6]1[CH:11]=[CH:10][C:9]([C:12]2[O:16][N:15]=[C:14]([C:17]([OH:19])=O)[CH:13]=2)=[CH:8][CH:7]=1.CCN(C(C)C)C(C)C.CN(C(ON1N=NC2C=CC=NC1=2)=[N+](C)C)C.F[P-](F)(F)(F)(F)F.[Cl:53][C:54]1[CH:55]=[C:56]([CH:58]=[CH:59][C:60]=1[O:61][CH:62]([CH3:64])[CH3:63])[NH2:57], predict the reaction product. The product is: [O:3]1[CH2:4][CH2:5][O:1][CH:2]1[C:6]1[CH:7]=[CH:8][C:9]([C:12]2[O:16][N:15]=[C:14]([C:17]([NH:57][C:56]3[CH:58]=[CH:59][C:60]([O:61][CH:62]([CH3:63])[CH3:64])=[C:54]([Cl:53])[CH:55]=3)=[O:19])[CH:13]=2)=[CH:10][CH:11]=1. (4) Given the reactants [Br:1][C:2]1[C:3]([NH2:8])=[N:4][CH:5]=[CH:6][CH:7]=1.[C:9](Cl)(=[O:14])[C:10]([CH3:13])([CH3:12])[CH3:11], predict the reaction product. The product is: [Br:1][C:2]1[C:3]([NH:8][C:9](=[O:14])[C:10]([CH3:13])([CH3:12])[CH3:11])=[N:4][CH:5]=[CH:6][CH:7]=1.